This data is from Reaction yield outcomes from USPTO patents with 853,638 reactions. The task is: Predict the reaction yield, written as a fraction of the theoretical maximum amount of product (1.0 means a 100% yield; for example, 0.34 means a 34% yield). (1) The reactants are CC1(C)[O:6][C@@H:5]([CH2:7][N:8]2[C:16]3[C:11](=[CH:12][CH:13]=[CH:14][CH:15]=3)[C:10]3([C:28]4[C:19](=[CH:20][C:21]5[O:26][CH2:25][CH2:24][O:23][C:22]=5[CH:27]=4)[O:18][CH2:17]3)[C:9]2=[O:29])[CH2:4][O:3]1. The catalyst is C(O)(=O)C.O. The product is [OH:6][C@H:5]([CH2:4][OH:3])[CH2:7][N:8]1[C:16]2[C:11](=[CH:12][CH:13]=[CH:14][CH:15]=2)[C:10]2([C:28]3[C:19](=[CH:20][C:21]4[O:26][CH2:25][CH2:24][O:23][C:22]=4[CH:27]=3)[O:18][CH2:17]2)[C:9]1=[O:29]. The yield is 0.990. (2) The reactants are [I:1][C:2]1[CH:7]=[N:6][NH:5][C:4](=[O:8])[CH:3]=1.[O:9]1[CH2:14][CH2:13][CH2:12][CH2:11][CH:10]1[O:15][CH2:16][CH2:17]O.C1(P(C2C=CC=CC=2)C2C=CC=CC=2)C=CC=CC=1.N(C(OCC)=O)=NC(OCC)=O. The catalyst is C1COCC1. The product is [I:1][C:2]1[CH:3]=[C:4]([O:8][CH2:17][CH2:16][O:15][CH:10]2[CH2:11][CH2:12][CH2:13][CH2:14][O:9]2)[N:5]=[N:6][CH:7]=1. The yield is 0.930. (3) The reactants are [CH3:1][N:2]1[CH:6]=[CH:5][N:4]=[CH:3]1.[Br:7][CH2:8][CH2:9][OH:10]. No catalyst specified. The product is [Br-:7].[OH:10][CH2:9][CH2:8][N+:4]1[CH:5]=[CH:6][N:2]([CH3:1])[CH:3]=1. The yield is 0.954. (4) The reactants are [F:1][C:2]1[CH:7]=[C:6]([N+:8]([O-:10])=[O:9])[CH:5]=[CH:4][C:3]=1[N:11]1[CH2:16][CH2:15][C:14](=[O:17])[CH2:13][CH2:12]1.C(N(CC)CC)C.FC(F)(F)S(O[Si:31]([CH3:34])([CH3:33])[CH3:32])(=O)=O.O. The catalyst is C1(C)C=CC=CC=1. The product is [F:1][C:2]1[CH:7]=[C:6]([N+:8]([O-:10])=[O:9])[CH:5]=[CH:4][C:3]=1[N:11]1[CH2:12][CH:13]=[C:14]([O:17][Si:31]([CH3:34])([CH3:33])[CH3:32])[CH2:15][CH2:16]1. The yield is 0.840. (5) The reactants are C(=O)([O-])[O-].[K+].[K+].[CH3:7][O:8][CH2:9][O:10][C:11]1[CH:16]=[C:15]([O:17][CH2:18][O:19][CH3:20])[CH:14]=[CH:13][C:12]=1[OH:21].I[CH2:23][CH2:24][CH3:25]. The catalyst is CN(C)C=O. The product is [CH3:7][O:8][CH2:9][O:10][C:11]1[CH:16]=[C:15]([O:17][CH2:18][O:19][CH3:20])[CH:14]=[CH:13][C:12]=1[O:21][CH2:23][CH2:24][CH3:25]. The yield is 0.610. (6) The reactants are [CH:1]1([CH2:4][C:5]([NH:7][NH:8][C:9]2[N:10]=[N:11][CH:12]=[C:13]([N:19]3[CH2:24][CH2:23][CH:22]([C:25]4[C:30]([O:31][CH3:32])=[CH:29][CH:28]=[CH:27][C:26]=4[F:33])[CH2:21][CH2:20]3)[C:14]=2[C:15]([F:18])([F:17])[F:16])=O)[CH2:3][CH2:2]1.C1(P(C2C=CC=CC=2)C2C=CC=CC=2)C=CC=CC=1.N([Si](C)(C)C)=[N+]=[N-].CCOC(/N=N/C(OCC)=O)=O.C1(C)C=CC=CC=1. The catalyst is C(Cl)Cl. The product is [CH:1]1([CH2:4][C:5]2[N:10]3[N:11]=[CH:12][C:13]([N:19]4[CH2:24][CH2:23][CH:22]([C:25]5[C:30]([O:31][CH3:32])=[CH:29][CH:28]=[CH:27][C:26]=5[F:33])[CH2:21][CH2:20]4)=[C:14]([C:15]([F:16])([F:18])[F:17])[C:9]3=[N:8][N:7]=2)[CH2:3][CH2:2]1. The yield is 0.0330. (7) The reactants are [Cl:1][C:2]1[CH:10]=[C:6]([C:7]([OH:9])=O)[C:5]([OH:11])=[CH:4][CH:3]=1.[CH3:12][C:13]1[C:19]([C:20]([F:23])([F:22])[F:21])=[CH:18][CH:17]=[CH:16][C:14]=1[NH2:15]. No catalyst specified. The product is [Cl:1][C:2]1[CH:3]=[CH:4][C:5]([OH:11])=[C:6]([CH:10]=1)[C:7]([NH:15][C:14]1[CH:16]=[CH:17][CH:18]=[C:19]([C:20]([F:21])([F:22])[F:23])[C:13]=1[CH3:12])=[O:9]. The yield is 0.145. (8) The reactants are CO[C:3]1[CH:8]=[CH:7][C:6]([N:9]2[CH2:14][CH2:13][N:12](C(OC(C)(C)C)=O)[CH2:11][CH2:10]2)=[CH:5][CH:4]=1.C(=O)(O)[O-].[Na+].[Cl:27]CCl. The catalyst is FC(F)(F)C(O)=O. The product is [Cl:27][C:4]1[CH:5]=[C:6]([N:9]2[CH2:14][CH2:13][NH:12][CH2:11][CH2:10]2)[CH:7]=[CH:8][CH:3]=1. The yield is 0.500.